From a dataset of Forward reaction prediction with 1.9M reactions from USPTO patents (1976-2016). Predict the product of the given reaction. (1) Given the reactants [Br:1][C:2]1[NH:6][N:5]=[CH:4][N:3]=1.C[O-].[Na+].CO.Br[CH2:13][C:14]1[CH:19]=[CH:18][CH:17]=[CH:16][CH:15]=1, predict the reaction product. The product is: [CH2:13]([N:5]1[CH:4]=[N:3][C:2]([Br:1])=[N:6]1)[C:14]1[CH:19]=[CH:18][CH:17]=[CH:16][CH:15]=1. (2) The product is: [CH3:1][O:14][C:15]1[CH:20]=[CH:19][C:18]([CH:21]=[CH:22][C:23](=[O:25])[CH3:24])=[CH:17][C:16]=1[O:26][CH2:27][CH3:28]. Given the reactants [C:1](=O)([O-])[O-].[Na+].[Na+].S(OC)(OC)(=O)=O.[OH:14][C:15]1[CH:20]=[CH:19][C:18]([CH:21]=[CH:22][C:23](=[O:25])[CH3:24])=[CH:17][C:16]=1[O:26][CH2:27][CH3:28], predict the reaction product.